This data is from Forward reaction prediction with 1.9M reactions from USPTO patents (1976-2016). The task is: Predict the product of the given reaction. (1) Given the reactants [F:1][C:2]1[CH:3]=[C:4]([C:10]2[CH:11]=[C:12]([C:27]([O:29]C)=O)[C:13]3[NH:14][C:15]4[CH:16]=[C:17]([C:23]([O:25][CH3:26])=[O:24])[CH:18]=[CH:19][C:20]=4[C:21]=3[N:22]=2)[CH:5]=[CH:6][C:7]=1[O:8][CH3:9].[OH-].[Na+].Cl.[Cl-].[NH4+].Cl.C[N:38](C)CCCN=C=NCC.O.ON1C2C=CC=CC=2N=N1.C(N(CC)CC)C, predict the reaction product. The product is: [C:27]([C:12]1[C:13]2[NH:14][C:15]3[CH:16]=[C:17]([C:23]([O:25][CH3:26])=[O:24])[CH:18]=[CH:19][C:20]=3[C:21]=2[N:22]=[C:10]([C:4]2[CH:5]=[CH:6][C:7]([O:8][CH3:9])=[C:2]([F:1])[CH:3]=2)[CH:11]=1)(=[O:29])[NH2:38]. (2) Given the reactants [NH:1]1[CH:5]=[CH:4][CH:3]=[N:2]1.[O:6]1[CH:11]=[CH:10][CH2:9][CH2:8][CH2:7]1.FC(F)(F)C(O)=O.[H-].[Na+], predict the reaction product. The product is: [O:6]1[CH2:11][CH2:10][CH2:9][CH2:8][CH:7]1[N:1]1[CH:5]=[CH:4][CH:3]=[N:2]1. (3) Given the reactants [F:1][C:2]([F:38])([O:7][C:8]1[CH:13]=[CH:12][C:11]([N:14]2[CH:18]=[N:17][C:16]([C:19]3[CH:24]=[CH:23][C:22]([NH:25][C:26](=[O:37])[O:27][C:28]4C=CC([N+]([O-])=O)=CC=4)=[CH:21][CH:20]=3)=[N:15]2)=[CH:10][CH:9]=1)[C:3]([F:6])([F:5])[F:4].C[O-].[Na+], predict the reaction product. The product is: [F:38][C:2]([F:1])([O:7][C:8]1[CH:13]=[CH:12][C:11]([N:14]2[CH:18]=[N:17][C:16]([C:19]3[CH:24]=[CH:23][C:22]([NH:25][C:26](=[O:37])[O:27][CH3:28])=[CH:21][CH:20]=3)=[N:15]2)=[CH:10][CH:9]=1)[C:3]([F:6])([F:5])[F:4]. (4) Given the reactants [F:1][C:2]1[CH:7]=[CH:6][C:5]([N:8]2[CH2:13][CH2:12][N:11]([C:14]3[N:19]=[CH:18][NH:17][C:16](=[O:20])[N:15]=3)[CH2:10][CH2:9]2)=[CH:4][CH:3]=1.[Cl:21][C:22]1[CH:29]=[CH:28][C:25]([CH2:26]Cl)=[CH:24][CH:23]=1.C(=O)([O-])[O-].[K+].[K+].[I-].[Na+].[CH3:38][N:39](C)[CH:40]=O, predict the reaction product. The product is: [Cl:21][C:22]1[CH:29]=[CH:28][C:25]([CH2:26][N:17]2[C:18]([N:39]([CH3:40])[CH3:38])=[N:19][C:14]([N:11]3[CH2:10][CH2:9][N:8]([C:5]4[CH:6]=[CH:7][C:2]([F:1])=[CH:3][CH:4]=4)[CH2:13][CH2:12]3)=[N:15][C:16]2=[O:20])=[CH:24][CH:23]=1. (5) The product is: [CH:24]([C:21]1[S:22][CH:23]=[C:19]([C:17]([N:13]2[CH2:12][C:11]3([CH2:27][CH2:28][N:8]([CH2:7][C:6]4[CH:29]=[CH:30][C:31]([C:32]([F:35])([F:33])[F:34])=[C:4]([CH2:3][CH:2]=[O:1])[CH:5]=4)[CH2:9][CH2:10]3)[O:16][CH2:15][CH2:14]2)=[O:18])[N:20]=1)([CH3:26])[CH3:25]. Given the reactants [OH:1][CH2:2][CH2:3][C:4]1[CH:5]=[C:6]([CH:29]=[CH:30][C:31]=1[C:32]([F:35])([F:34])[F:33])[CH2:7][N:8]1[CH2:28][CH2:27][C:11]2([O:16][CH2:15][CH2:14][N:13]([C:17]([C:19]3[N:20]=[C:21]([CH:24]([CH3:26])[CH3:25])[S:22][CH:23]=3)=[O:18])[CH2:12]2)[CH2:10][CH2:9]1.CC(OI1(OC(C)=O)(OC(C)=O)OC(=O)C2C=CC=CC1=2)=O, predict the reaction product. (6) Given the reactants [CH2:1]([O:5][C:6]12[CH2:15][CH:10]3[CH2:11][CH:12]([CH2:14][CH:8]([CH2:9]3)[CH2:7]1)[CH2:13]2)[CH:2]1[O:4][CH2:3]1.[CH3:16][C:17]([NH2:28])([CH3:27])[CH2:18][C:19]1[CH:24]=[CH:23][C:22]([O:25][CH3:26])=[CH:21][CH:20]=1, predict the reaction product. The product is: [OH:4][CH:2]([CH2:1][O:5][C:6]12[CH2:15][CH:10]3[CH2:11][CH:12]([CH2:14][CH:8]([CH2:9]3)[CH2:7]1)[CH2:13]2)[CH2:3][NH:28][C:17]([CH3:27])([CH3:16])[CH2:18][C:19]1[CH:24]=[CH:23][C:22]([O:25][CH3:26])=[CH:21][CH:20]=1. (7) Given the reactants [CH:1](=O)[CH:2]=O.[NH2:5][N:6]1[C:10]([NH2:11])=[N:9][N:8]=[C:7]1[CH2:12][C:13]1[CH:18]=[CH:17][C:16]([OH:19])=[CH:15][CH:14]=1, predict the reaction product. The product is: [N:9]1[N:8]=[C:7]([CH2:12][C:13]2[CH:18]=[CH:17][C:16]([OH:19])=[CH:15][CH:14]=2)[N:6]2[C:10]=1[N:11]=[CH:2][CH:1]=[N:5]2. (8) Given the reactants [F:1][C:2]([F:27])([F:26])[C:3]1[CH:8]=[CH:7][C:6]([C:9]2[C:13]3[CH:14]=[CH:15][C:16](OS(C(F)(F)F)(=O)=O)=[CH:17][C:12]=3[S:11][N:10]=2)=[CH:5][CH:4]=1.[CH3:28][C:29]([N:33]([CH2:35][CH2:36][O:37][CH3:38])[CH3:34])([CH3:32])[C:30]#[CH:31], predict the reaction product. The product is: [CH3:32][C:29]([N:33]([CH2:35][CH2:36][O:37][CH3:38])[CH3:34])([CH3:28])[C:30]#[C:31][C:16]1[CH:15]=[CH:14][C:13]2[C:9]([C:6]3[CH:5]=[CH:4][C:3]([C:2]([F:26])([F:27])[F:1])=[CH:8][CH:7]=3)=[N:10][S:11][C:12]=2[CH:17]=1. (9) Given the reactants C(OC([N:11]1[CH2:16][CH2:15][CH:14]([NH:17][C:18]([C:20]2[C:21]([CH:25]=O)=[N:22][NH:23][CH:24]=2)=[O:19])[CH2:13][CH2:12]1)=O)C1C=CC=CC=1.[CH2:27]([O:29][C:30](=[O:39])[C:31]1[CH:36]=[CH:35][C:34]([NH2:37])=[C:33]([NH2:38])[CH:32]=1)[CH3:28].S(=O)(O)[O-].[Na+].[C:45](#N)C, predict the reaction product. The product is: [CH2:27]([O:29][C:30]([C:31]1[CH:36]=[CH:35][C:34]2[N:37]=[C:45]([C:24]3[C:20]([C:18](=[O:19])[NH:17][CH:14]4[CH2:13][CH2:12][NH:11][CH2:16][CH2:15]4)=[C:21]([CH3:25])[NH:22][N:23]=3)[NH:38][C:33]=2[CH:32]=1)=[O:39])[CH3:28].